Dataset: Full USPTO retrosynthesis dataset with 1.9M reactions from patents (1976-2016). Task: Predict the reactants needed to synthesize the given product. (1) Given the product [CH:17]([N:20]1[CH2:25][CH2:24][CH:23]([O:1][C:2]2[CH:10]=[CH:9][C:8]3[N:7]4[CH2:11][CH2:12][CH2:13][NH:14][C:15](=[O:16])[C:6]4=[CH:5][C:4]=3[CH:3]=2)[CH2:22][CH2:21]1)([CH3:19])[CH3:18], predict the reactants needed to synthesize it. The reactants are: [OH:1][C:2]1[CH:10]=[CH:9][C:8]2[N:7]3[CH2:11][CH2:12][CH2:13][NH:14][C:15](=[O:16])[C:6]3=[CH:5][C:4]=2[CH:3]=1.[CH:17]([N:20]1[CH2:25][CH2:24][CH:23](O)[CH2:22][CH2:21]1)([CH3:19])[CH3:18].C1(P(C2C=CC=CC=2)C2C=CC=CC=2)C=CC=CC=1.C(OC(N=NC(OC(C)(C)C)=O)=O)(C)(C)C. (2) Given the product [CH:22]1[C:23]2[NH:24][C:25]3[C:30](=[CH:29][CH:28]=[CH:27][CH:26]=3)[C:31]=2[C:19]([O:18][CH2:17][C@@H:16]([OH:32])[CH2:15][NH:14][CH:11]2[CH2:10][CH2:9][N:8]([C:6](=[O:7])[CH2:66][O:65][C:64]3[CH:70]=[CH:71][C:72]([C:74]4[CH2:79][CH2:78][C:77](=[O:80])[NH:76][N:75]=4)=[CH:73][C:63]=3[Cl:62])[CH2:13][CH2:12]2)=[CH:20][CH:21]=1, predict the reactants needed to synthesize it. The reactants are: C(O[C:6]([N:8]1[CH2:13][CH2:12][CH:11]([NH:14][CH2:15][C@H:16]([OH:32])[CH2:17][O:18][C:19]2[C:31]3[C:30]4[C:25](=[CH:26][CH:27]=[CH:28][CH:29]=4)[NH:24][C:23]=3[CH:22]=[CH:21][CH:20]=2)[CH2:10][CH2:9]1)=[O:7])(C)(C)C.Cl.O1CCOCC1.Cl.CN(C)CCCN=C=NCC.N1C2C(=NC=CC=2)N(O)N=1.[Cl:62][C:63]1[CH:73]=[C:72]([C:74]2[CH2:79][CH2:78][C:77](=[O:80])[NH:76][N:75]=2)[CH:71]=[CH:70][C:64]=1[O:65][CH2:66]C(O)=O.[OH-].[Na+]. (3) Given the product [Br:13][C:6]1[CH:7]=[CH:8][CH:9]=[C:10]2[C:5]=1[CH2:4][C:3]([NH:2][C:19]([O:21][C:22]([CH3:25])([CH3:24])[CH3:23])=[O:20])([C:14]([OH:16])=[O:15])[CH2:12][CH2:11]2, predict the reactants needed to synthesize it. The reactants are: Cl.[NH2:2][C:3]1([C:14]([OH:16])=[O:15])[CH2:12][CH2:11][C:10]2[C:5](=[C:6]([Br:13])[CH:7]=[CH:8][CH:9]=2)[CH2:4]1.[OH-].[Na+].[C:19](O[C:19]([O:21][C:22]([CH3:25])([CH3:24])[CH3:23])=[O:20])([O:21][C:22]([CH3:25])([CH3:24])[CH3:23])=[O:20].